Dataset: Catalyst prediction with 721,799 reactions and 888 catalyst types from USPTO. Task: Predict which catalyst facilitates the given reaction. (1) Reactant: N1C=CN=C1.[Br:6][C:7]1[CH:14]=[CH:13][C:12]([OH:15])=[CH:11][C:8]=1[C:9]#[N:10].[Si:16](Cl)([C:19]([CH3:22])([CH3:21])[CH3:20])([CH3:18])[CH3:17]. Product: [Br:6][C:7]1[CH:14]=[CH:13][C:12]([O:15][Si:16]([C:19]([CH3:22])([CH3:21])[CH3:20])([CH3:18])[CH3:17])=[CH:11][C:8]=1[C:9]#[N:10]. The catalyst class is: 7. (2) Reactant: [CH3:1][O:2][C:3]1[CH:8]=[CH:7][C:6]([OH:9])=[CH:5][CH:4]=1.Cl[C:11]1[CH:12]=[CH:13][C:14]([N+:26]([O-:28])=[O:27])=[C:15]([CH2:17][NH:18][C:19](=[O:25])[O:20][C:21]([CH3:24])([CH3:23])[CH3:22])[CH:16]=1.[H-].[Na+]. Product: [CH3:1][O:2][C:3]1[CH:8]=[CH:7][C:6]([O:9][C:11]2[CH:12]=[CH:13][C:14]([N+:26]([O-:28])=[O:27])=[C:15]([CH2:17][NH:18][C:19](=[O:25])[O:20][C:21]([CH3:24])([CH3:22])[CH3:23])[CH:16]=2)=[CH:5][CH:4]=1. The catalyst class is: 9. (3) Reactant: [CH3:1][O:2][C:3]1[CH:4]=[C:5]2[C:9](=[CH:10][CH:11]=1)[NH:8][CH:7]=[CH:6]2.Cl.O.[NH:14]1[CH2:19][CH2:18][C:17](=O)[CH2:16][CH2:15]1.[OH-].[K+]. Product: [NH:14]1[CH2:15][CH:16]=[C:17]([C:6]2[C:5]3[C:9](=[CH:10][CH:11]=[C:3]([O:2][CH3:1])[CH:4]=3)[NH:8][CH:7]=2)[CH2:18][CH2:19]1. The catalyst class is: 14. (4) Reactant: [N:1]1[C:10]2[NH:9][CH2:8][CH2:7][CH2:6][C:5]=2[CH:4]=[CH:3][C:2]=1[C:11]#[N:12].[Br:13]N1C(=O)CCC1=O. Product: [Br:13][C:3]1[C:2]([C:11]#[N:12])=[N:1][C:10]2[NH:9][CH2:8][CH2:7][CH2:6][C:5]=2[CH:4]=1. The catalyst class is: 2. (5) Reactant: [N:1]1([C:7]2[C:17]3[O:16][CH2:15][CH2:14][N:13](C(OC(C)(C)C)=O)[CH2:12][C:11]=3[CH:10]=[CH:9][CH:8]=2)[CH2:6][CH2:5][CH2:4][CH2:3][CH2:2]1.C(OCC)(=O)C.[ClH:31]. The catalyst class is: 13. Product: [ClH:31].[ClH:31].[N:1]1([C:7]2[C:17]3[O:16][CH2:15][CH2:14][NH:13][CH2:12][C:11]=3[CH:10]=[CH:9][CH:8]=2)[CH2:6][CH2:5][CH2:4][CH2:3][CH2:2]1.